From a dataset of Experimentally validated miRNA-target interactions with 360,000+ pairs, plus equal number of negative samples. Binary Classification. Given a miRNA mature sequence and a target amino acid sequence, predict their likelihood of interaction. (1) The miRNA is hsa-miR-15a-5p with sequence UAGCAGCACAUAAUGGUUUGUG. The protein sequence of the target gene is MGGKQSTAARSRGPFPGVSTDDSAVPPPGGAPHFGHYRTGGGAMGLRSRSVSSVAGMGMDPSTAGGVPFGLYTPASRGTGDSERAPGGGGSASDSTYAHGNGYQETGGGHHRDGMLYLGSRASLADALPLHIAPRWFSSHSGFKCPICSKSVASDEMEMHFIMCLSKPRLSYNDDVLTKDAGECVICLEELLQGDTIARLPCLCIYHKSCIDSWFEVNRSCPEHPAD. Result: 1 (interaction). (2) The miRNA is hsa-miR-4301 with sequence UCCCACUACUUCACUUGUGA. The protein sequence of the target gene is MYRYLAKALLPSRAGPAALGSAANHSAALLGRGRGQPAAASQPGLALAARRHYSELVADREDDPNFFKMVEGFFDRGASIVEDKLVKDLRTQESEEQKRNRVRGILRIIKPCNHVLSLSFPIRRDDGSWEVIEGYRAQHSQHRTPCKGGIRYSTDVSVDEVKALASLMTYKCAVVDVPFGGAKAGVKINPKNYTENELEKITRRFTMELAKKGFIGPGVDVPAPDMNTGEREMSWIADTYASTIGHYDINAHACVTGKPISQGGIHGRISATGRGVFHGIENFINEASYMSILGMTPGFR.... Result: 0 (no interaction).